Dataset: Forward reaction prediction with 1.9M reactions from USPTO patents (1976-2016). Task: Predict the product of the given reaction. (1) Given the reactants [CH2:1]([O:3][C:4]1[CH:9]=[CH:8][C:7]([C:10]2[C:15]([N:16]3[CH2:22][CH2:21][C:20](=O)[N:19]([CH3:24])[CH2:18][CH2:17]3)=[CH:14][CH:13]=[C:12]([O:25][CH3:26])[N:11]=2)=[CH:6][CH:5]=1)[CH3:2].Br[Mg][C:29]1[CH:34]=[CH:33][C:32]([O:35][CH3:36])=[CH:31][CH:30]=1.[B-]C#N.[Na+].[OH-].[Na+], predict the reaction product. The product is: [CH2:1]([O:3][C:4]1[CH:5]=[CH:6][C:7]([C:10]2[C:15]([N:16]3[CH2:22][CH2:21][CH:20]([C:29]4[CH:34]=[CH:33][C:32]([O:35][CH3:36])=[CH:31][CH:30]=4)[N:19]([CH3:24])[CH2:18][CH2:17]3)=[CH:14][CH:13]=[C:12]([O:25][CH3:26])[N:11]=2)=[CH:8][CH:9]=1)[CH3:2]. (2) Given the reactants C1C=CC2N(O)[N:8]=[N:7]C=2C=1.CCN=C=NCCCN(C)C.[Cl:22][C:23]1[CH:24]=[C:25]([CH:29]=[C:30]([CH3:32])[N:31]=1)[C:26](O)=[O:27].O.NN.C1CCCCC=1, predict the reaction product. The product is: [Cl:22][C:23]1[CH:24]=[C:25]([CH:29]=[C:30]([CH3:32])[N:31]=1)[C:26]([NH:7][NH2:8])=[O:27]. (3) Given the reactants [CH3:1][O:2][C:3]1[CH:8]=[CH:7][C:6]([C:9]([OH:12])([CH3:11])[CH3:10])=[CH:5][CH:4]=1.C(O)(C)(C)C.[Li].N, predict the reaction product. The product is: [CH3:1][O:2][C:3]1[CH2:8][CH:7]=[C:6]([C:9]([OH:12])([CH3:10])[CH3:11])[CH2:5][CH:4]=1. (4) The product is: [CH2:1]([O:3][C:4](=[O:44])[CH2:5][CH2:6][CH2:7][O:8][C:9]1[CH:14]=[CH:13][CH:12]=[C:11]([CH2:15][CH2:16][CH2:17][CH2:18][CH2:19][CH2:20][O:21][C:22]2[CH:27]=[C:26]([C:45]3[CH:50]=[CH:49][CH:48]=[CH:47][CH:46]=3)[CH:25]=[C:24]([O:29][CH2:30][C:31]3[CH:36]=[CH:35][CH:34]=[CH:33][CH:32]=3)[CH:23]=2)[C:10]=1[CH2:37][CH2:38][C:39]([O:41][CH2:42][CH3:43])=[O:40])[CH3:2]. Given the reactants [CH2:1]([O:3][C:4](=[O:44])[CH2:5][CH2:6][CH2:7][O:8][C:9]1[CH:14]=[CH:13][CH:12]=[C:11]([CH2:15][CH2:16][CH2:17][CH2:18][CH2:19][CH2:20][O:21][C:22]2[CH:27]=[C:26](Br)[CH:25]=[C:24]([O:29][CH2:30][C:31]3[CH:36]=[CH:35][CH:34]=[CH:33][CH:32]=3)[CH:23]=2)[C:10]=1[CH2:37][CH2:38][C:39]([O:41][CH2:42][CH3:43])=[O:40])[CH3:2].[C:45]1(B(O)O)[CH:50]=[CH:49][CH:48]=[CH:47][CH:46]=1.C(=O)([O-])[O-].[Cs+].[Cs+], predict the reaction product. (5) Given the reactants Br[C:2]1[CH:3]=[C:4]2[C@@:15]3([CH2:19][O:18][C:17]([NH2:20])=[N:16]3)[C:14]3[CH:13]=[C:12](Cl)[N:11]=[C:10]([O:22][CH3:23])[C:9]=3[O:8][C:5]2=[CH:6][CH:7]=1.[N:24]1[CH:29]=[CH:28][CH:27]=[C:26](B(O)O)[CH:25]=1.[F:33][C:34]1[CH:39]=[C:38](B(O)O)[CH:37]=[CH:36][N:35]=1, predict the reaction product. The product is: [F:33][C:34]1[CH:39]=[C:38]([C:12]2[N:11]=[C:10]([O:22][CH3:23])[C:9]3[O:8][C:5]4[C:4]([C@@:15]5([CH2:19][O:18][C:17]([NH2:20])=[N:16]5)[C:14]=3[CH:13]=2)=[CH:3][C:2]([C:26]2[CH:25]=[N:24][CH:29]=[CH:28][CH:27]=2)=[CH:7][CH:6]=4)[CH:37]=[CH:36][N:35]=1. (6) Given the reactants [F:1][C:2]1[C:3](=[O:21])[NH:4][C:5](=[O:20])[N:6]([C@H:8]2[C@H:15]3[C@H:11]([O:12][C:13]([CH3:17])([CH3:16])[O:14]3)[C@@H:10]([CH2:18][OH:19])[O:9]2)[CH:7]=1.[CH3:22][O:23][C:24]1[CH:29]=[CH:28][C:27]([C:30](Cl)([C:37]2[CH:42]=[CH:41][C:40]([O:43][CH3:44])=[CH:39][CH:38]=2)[C:31]2[CH:36]=[CH:35][CH:34]=[CH:33][CH:32]=2)=[CH:26][CH:25]=1, predict the reaction product. The product is: [CH3:44][O:43][C:40]1[CH:39]=[CH:38][C:37]([C:30]([C:27]2[CH:26]=[CH:25][C:24]([O:23][CH3:22])=[CH:29][CH:28]=2)([C:31]2[CH:36]=[CH:35][CH:34]=[CH:33][CH:32]=2)[O:19][CH2:18][C@@H:10]2[C@H:11]3[O:12][C:13]([CH3:16])([CH3:17])[O:14][C@H:15]3[C@H:8]([N:6]3[CH:7]=[C:2]([F:1])[C:3](=[O:21])[NH:4][C:5]3=[O:20])[O:9]2)=[CH:42][CH:41]=1.